The task is: Regression. Given two drug SMILES strings and cell line genomic features, predict the synergy score measuring deviation from expected non-interaction effect.. This data is from NCI-60 drug combinations with 297,098 pairs across 59 cell lines. (1) Drug 2: N.N.Cl[Pt+2]Cl. Synergy scores: CSS=27.5, Synergy_ZIP=-6.85, Synergy_Bliss=1.17, Synergy_Loewe=-16.9, Synergy_HSA=1.70. Drug 1: C(CC(=O)O)C(=O)CN.Cl. Cell line: TK-10. (2) Drug 1: CN(CCCl)CCCl.Cl. Drug 2: COC1=C2C(=CC3=C1OC=C3)C=CC(=O)O2. Cell line: TK-10. Synergy scores: CSS=8.26, Synergy_ZIP=-4.68, Synergy_Bliss=-1.01, Synergy_Loewe=-9.50, Synergy_HSA=-2.27. (3) Drug 1: C1CC(=O)NC(=O)C1N2CC3=C(C2=O)C=CC=C3N. Drug 2: CC(C)NC(=O)C1=CC=C(C=C1)CNNC.Cl. Cell line: SK-MEL-28. Synergy scores: CSS=1.67, Synergy_ZIP=5.21, Synergy_Bliss=7.80, Synergy_Loewe=2.23, Synergy_HSA=1.63. (4) Drug 1: CC(C)NC(=O)C1=CC=C(C=C1)CNNC.Cl. Drug 2: C1C(C(OC1N2C=NC(=NC2=O)N)CO)O. Cell line: DU-145. Synergy scores: CSS=6.09, Synergy_ZIP=3.37, Synergy_Bliss=7.24, Synergy_Loewe=6.10, Synergy_HSA=4.79. (5) Drug 1: CC(CN1CC(=O)NC(=O)C1)N2CC(=O)NC(=O)C2. Drug 2: CC1C(C(CC(O1)OC2CC(OC(C2O)C)OC3=CC4=CC5=C(C(=O)C(C(C5)C(C(=O)C(C(C)O)O)OC)OC6CC(C(C(O6)C)O)OC7CC(C(C(O7)C)O)OC8CC(C(C(O8)C)O)(C)O)C(=C4C(=C3C)O)O)O)O. Cell line: UO-31. Synergy scores: CSS=13.3, Synergy_ZIP=-3.31, Synergy_Bliss=1.01, Synergy_Loewe=2.37, Synergy_HSA=2.04. (6) Drug 1: C1=NNC2=C1C(=O)NC=N2. Drug 2: COC1=C2C(=CC3=C1OC=C3)C=CC(=O)O2. Cell line: NCI/ADR-RES. Synergy scores: CSS=-1.04, Synergy_ZIP=-1.98, Synergy_Bliss=-5.51, Synergy_Loewe=-7.49, Synergy_HSA=-6.19. (7) Drug 1: CN(C)N=NC1=C(NC=N1)C(=O)N. Drug 2: CC1=C(C(CCC1)(C)C)C=CC(=CC=CC(=CC(=O)O)C)C. Synergy scores: CSS=7.23, Synergy_ZIP=1.91, Synergy_Bliss=5.11, Synergy_Loewe=0.686, Synergy_HSA=3.09. Cell line: NCI-H226. (8) Drug 1: CC12CCC3C(C1CCC2NC(=O)OCC(F)(F)F)CCC4C3(C=CC(=O)N4C)C. Drug 2: C1CC2CC3=C(CC1C24CN(S(=O)(=O)N4)CC(F)(F)F)C=CC(=C3)C=CCN5CCC(CC5)C(F)(F)F. Cell line: UACC62. Synergy scores: CSS=17.8, Synergy_ZIP=-3.81, Synergy_Bliss=0.430, Synergy_Loewe=-3.07, Synergy_HSA=-0.333.